Dataset: Full USPTO retrosynthesis dataset with 1.9M reactions from patents (1976-2016). Task: Predict the reactants needed to synthesize the given product. (1) Given the product [OH:48][C:49]1([C:55]2[C:56](=[O:65])[NH:57][C:58]3[C:63]([CH:64]=2)=[CH:62][CH:61]=[CH:60][CH:59]=3)[CH2:54][CH2:53][N:52]([C:1]([O:2][C@H:3]([CH2:18][C:19]2[CH:27]=[C:26]([CH3:28])[C:25]3[C:21](=[CH:22][N:23]([CH2:29][O:30][CH2:31][CH2:32][Si:33]([CH3:36])([CH3:34])[CH3:35])[N:24]=3)[CH:20]=2)[C:4](=[O:17])[N:5]2[CH2:6][CH2:7][CH:8]([N:11]3[CH2:16][CH2:15][CH2:14][CH2:13][CH2:12]3)[CH2:9][CH2:10]2)=[O:47])[CH2:51][CH2:50]1, predict the reactants needed to synthesize it. The reactants are: [C:1](=[O:47])(OC1C=CC([N+]([O-])=O)=CC=1)[O:2][C@H:3]([CH2:18][C:19]1[CH:27]=[C:26]([CH3:28])[C:25]2[C:21](=[CH:22][N:23]([CH2:29][O:30][CH2:31][CH2:32][Si:33]([CH3:36])([CH3:35])[CH3:34])[N:24]=2)[CH:20]=1)[C:4](=[O:17])[N:5]1[CH2:10][CH2:9][CH:8]([N:11]2[CH2:16][CH2:15][CH2:14][CH2:13][CH2:12]2)[CH2:7][CH2:6]1.[OH:48][C:49]1([C:55]2[C:56](=[O:65])[NH:57][C:58]3[C:63]([CH:64]=2)=[CH:62][CH:61]=[CH:60][CH:59]=3)[CH2:54][CH2:53][NH:52][CH2:51][CH2:50]1.C(N(C(C)C)CC)(C)C. (2) Given the product [CH3:11][O:12][C:13]([C:15]1([NH:22][C:23](=[O:42])[C:24]2[CH:29]=[CH:28][C:27]([O:30][CH3:31])=[C:26]([O:32][CH2:33][CH2:34][C:35]3[CH:36]=[C:37]([CH3:41])[CH:38]=[CH:39][CH:40]=3)[CH:25]=2)[CH2:20][CH2:19][C:18](=[CH2:43])[CH2:17][CH2:16]1)=[O:14], predict the reactants needed to synthesize it. The reactants are: C[Si]([N-][Si](C)(C)C)(C)C.[K+].[CH3:11][O:12][C:13]([C:15]1([NH:22][C:23](=[O:42])[C:24]2[CH:29]=[CH:28][C:27]([O:30][CH3:31])=[C:26]([O:32][CH2:33][CH2:34][C:35]3[CH:36]=[C:37]([CH3:41])[CH:38]=[CH:39][CH:40]=3)[CH:25]=2)[CH2:20][CH2:19][C:18](=O)[CH2:17][CH2:16]1)=[O:14].[CH3:43]O.P([O-])(O)(O)=O.[Na+]. (3) The reactants are: [CH3:1][O:2][C:3]1[CH:4]=[C:5]2[C:10](=[CH:11][C:12]=1[O:13][CH3:14])[N:9]=[CH:8][N:7]=[C:6]2[O:15][C:16]1[CH:17]=[C:18]([CH:20]=[CH:21][CH:22]=1)[NH2:19].[C:23]([C:25]([C:28]1[CH:32]=[C:31]([NH:33][C:34](=O)[O:35]C2C=CC=CC=2)[N:30]([C:43]2[CH:48]=[CH:47][CH:46]=[CH:45][CH:44]=2)[N:29]=1)([CH3:27])[CH3:26])#[N:24]. Given the product [C:23]([C:25]([C:28]1[CH:32]=[C:31]([NH:33][C:34]([NH:19][C:18]2[CH:20]=[CH:21][CH:22]=[C:16]([O:15][C:6]3[C:5]4[C:10](=[CH:11][C:12]([O:13][CH3:14])=[C:3]([O:2][CH3:1])[CH:4]=4)[N:9]=[CH:8][N:7]=3)[CH:17]=2)=[O:35])[N:30]([C:43]2[CH:48]=[CH:47][CH:46]=[CH:45][CH:44]=2)[N:29]=1)([CH3:27])[CH3:26])#[N:24], predict the reactants needed to synthesize it. (4) Given the product [Cl:6][C:7]1[CH:12]=[CH:11][C:10]([O:13][Si:2]([CH3:5])([CH3:4])[CH3:1])=[CH:9][CH:8]=1, predict the reactants needed to synthesize it. The reactants are: [CH3:1][Si:2]([CH3:5])([CH3:4])Cl.[Cl:6][C:7]1[CH:12]=[CH:11][C:10]([OH:13])=[CH:9][CH:8]=1.C(N(CC)CC)C. (5) The reactants are: O=P(Cl)(Cl)[Cl:3].[CH:6]([C:9]1[C:14](=O)[N:13]2[N:16]=[CH:17][CH:18]=[C:12]2[NH:11][C:10]=1[CH3:19])([CH3:8])[CH3:7].CCN(C(C)C)C(C)C. Given the product [Cl:3][C:14]1[N:13]2[N:16]=[CH:17][CH:18]=[C:12]2[N:11]=[C:10]([CH3:19])[C:9]=1[CH:6]([CH3:8])[CH3:7], predict the reactants needed to synthesize it.